From a dataset of Forward reaction prediction with 1.9M reactions from USPTO patents (1976-2016). Predict the product of the given reaction. (1) Given the reactants [CH2:1]([O:3][C@@H:4]([CH2:11][C:12]1[CH:17]=[CH:16][C:15]([O:18][CH2:19][C:20]([C:22]2[CH:27]=[CH:26][CH:25]=[C:24]([O:28][CH3:29])[CH:23]=2)=[O:21])=[CH:14][CH:13]=1)[C:5]([N:7]([O:9][CH3:10])[CH3:8])=[O:6])[CH3:2], predict the reaction product. The product is: [CH2:1]([O:3][C@@H:4]([CH2:11][C:12]1[CH:17]=[CH:16][C:15]([O:18][CH2:19][C@H:20]([OH:21])[C:22]2[CH:27]=[CH:26][CH:25]=[C:24]([O:28][CH3:29])[CH:23]=2)=[CH:14][CH:13]=1)[C:5]([N:7]([O:9][CH3:10])[CH3:8])=[O:6])[CH3:2]. (2) Given the reactants [N:1]([CH2:4][C@@H:5]([NH:14]C(=O)OC(C)(C)C)[C:6]1[CH:11]=[C:10]([F:12])[CH:9]=[C:8]([Br:13])[CH:7]=1)=[N+:2]=[N-:3].[ClH:22], predict the reaction product. The product is: [ClH:22].[N:1]([CH2:4][C@H:5]([C:6]1[CH:11]=[C:10]([F:12])[CH:9]=[C:8]([Br:13])[CH:7]=1)[NH2:14])=[N+:2]=[N-:3]. (3) The product is: [CH:1]1([C:4]2[N:13]=[C:12]([N:14]3[CH2:15][CH2:16][N:17]([C:20]4[CH:25]=[CH:24][C:23]([C:56]([F:59])([F:58])[F:57])=[CH:22][C:21]=4[O:27][CH3:28])[CH2:18][CH2:19]3)[C:11]3[C:6](=[CH:7][C:8]([O:31][CH3:32])=[C:9]([O:29][CH3:30])[CH:10]=3)[N:5]=2)[CH2:2][CH2:3]1. Given the reactants [CH:1]1([C:4]2[N:13]=[C:12]([N:14]3[CH2:19][CH2:18][N:17]([C:20]4[CH:25]=[CH:24][C:23](F)=[CH:22][C:21]=4[O:27][CH3:28])[CH2:16][CH2:15]3)[C:11]3[C:6](=[CH:7][C:8]([O:31][CH3:32])=[C:9]([O:29][CH3:30])[CH:10]=3)[N:5]=2)[CH2:3][CH2:2]1.FC1C=CC(N2CCNCC2)=C(OC)C=1.COC1C=C([C:56]([F:59])([F:58])[F:57])C=CC=1N1CCNCC1, predict the reaction product. (4) Given the reactants [NH2:1][C:2]1[C:7]([NH2:8])=[CH:6][C:5]([Br:9])=[CH:4][N:3]=1.C[CH2:11][O:12]C(C1C(=O)CCCC1)=O.[C:22]1(C)[C:23](C)=[CH:24][CH:25]=[CH:26][CH:27]=1, predict the reaction product. The product is: [Br:9][C:5]1[CH:6]=[C:7]2[NH:8][C:11](=[O:12])[N:1]([C:27]3[CH2:26][CH2:25][CH2:24][CH2:23][CH:22]=3)[C:2]2=[N:3][CH:4]=1. (5) Given the reactants C(OC([N:8]1[CH2:13][CH2:12][CH:11]([NH:14][C:15](=[O:27])[C:16]2[CH:21]=[CH:20][CH:19]=[C:18]([O:22][S:23]([CH3:26])(=[O:25])=[O:24])[CH:17]=2)[CH2:10][CH2:9]1)=O)(C)(C)C.FC(F)(F)C(O)=O, predict the reaction product. The product is: [NH:8]1[CH2:13][CH2:12][CH:11]([NH:14][C:15]([C:16]2[CH:17]=[C:18]([O:22][S:23]([CH3:26])(=[O:24])=[O:25])[CH:19]=[CH:20][CH:21]=2)=[O:27])[CH2:10][CH2:9]1. (6) Given the reactants [CH2:1]([N:3]1[C:7]([C:8]([OH:10])=O)=[CH:6][C:5]([CH3:11])=[N:4]1)[CH3:2].C(Cl)(=O)C(Cl)=O.[NH2:18][C:19]1[CH:20]=[C:21]([CH:38]=[CH:39][C:40]=1[F:41])[O:22][C:23]1[CH:24]=[CH:25][C:26]2[N:27]([N:29]=[C:30]([NH:32][C:33]([CH:35]3[CH2:37][CH2:36]3)=[O:34])[N:31]=2)[CH:28]=1, predict the reaction product. The product is: [CH:35]1([C:33]([NH:32][C:30]2[N:31]=[C:26]3[CH:25]=[CH:24][C:23]([O:22][C:21]4[CH:38]=[CH:39][C:40]([F:41])=[C:19]([NH:18][C:8]([C:7]5[N:3]([CH2:1][CH3:2])[N:4]=[C:5]([CH3:11])[CH:6]=5)=[O:10])[CH:20]=4)=[CH:28][N:27]3[N:29]=2)=[O:34])[CH2:36][CH2:37]1.